From a dataset of Reaction yield outcomes from USPTO patents with 853,638 reactions. Predict the reaction yield, written as a fraction of the theoretical maximum amount of product (1.0 means a 100% yield; for example, 0.34 means a 34% yield). The reactants are Br[C:2]1[CH:3]=[C:4]([CH:17]=[CH:18][CH:19]=1)[C:5]([N:7]([C:9]1[CH:14]=[CH:13][CH:12]=[C:11]([O:15][CH3:16])[CH:10]=1)[CH3:8])=[O:6].[CH3:20][O:21][C:22]1[CH:27]=[CH:26][CH:25]=[CH:24][C:23]=1B(O)O. The catalyst is [Pd].C1(P(C2C=CC=CC=2)C2C=CC=CC=2)C=CC=CC=1.C1(P(C2C=CC=CC=2)C2C=CC=CC=2)C=CC=CC=1.C1(P(C2C=CC=CC=2)C2C=CC=CC=2)C=CC=CC=1.C1(P(C2C=CC=CC=2)C2C=CC=CC=2)C=CC=CC=1. The product is [CH3:20][O:21][C:22]1[CH:27]=[CH:26][CH:25]=[CH:24][C:23]=1[C:2]1[CH:19]=[CH:18][CH:17]=[C:4]([C:5]([N:7]([C:9]2[CH:14]=[CH:13][CH:12]=[C:11]([O:15][CH3:16])[CH:10]=2)[CH3:8])=[O:6])[CH:3]=1. The yield is 0.910.